Task: Predict the reactants needed to synthesize the given product.. Dataset: Full USPTO retrosynthesis dataset with 1.9M reactions from patents (1976-2016) (1) The reactants are: Cl[C:2]1[N:3]=[CH:4][CH:5]=[C:6]2[C:11](=[O:12])[C:10]([C:13]3[CH:18]=[CH:17][C:16]([C:19]4([NH:23][C:24](=[O:30])[O:25][C:26]([CH3:29])([CH3:28])[CH3:27])[CH2:22][CH2:21][CH2:20]4)=[CH:15][CH:14]=3)=[C:9]([C:31]3[CH:36]=[CH:35][CH:34]=[CH:33][CH:32]=3)[O:8][C:7]=12.C(=O)([O-])[O-].[Na+].[Na+].[CH2:43]([N:47]1[CH:51]=[C:50](B2OC(C)(C)C(C)(C)O2)[CH:49]=[N:48]1)[CH:44]([CH3:46])[CH3:45]. Given the product [CH2:43]([N:47]1[CH:51]=[C:50]([C:2]2[N:3]=[CH:4][CH:5]=[C:6]3[C:11](=[O:12])[C:10]([C:13]4[CH:14]=[CH:15][C:16]([C:19]5([NH:23][C:24](=[O:30])[O:25][C:26]([CH3:27])([CH3:28])[CH3:29])[CH2:20][CH2:21][CH2:22]5)=[CH:17][CH:18]=4)=[C:9]([C:31]4[CH:36]=[CH:35][CH:34]=[CH:33][CH:32]=4)[O:8][C:7]=23)[CH:49]=[N:48]1)[CH:44]([CH3:46])[CH3:45], predict the reactants needed to synthesize it. (2) Given the product [CH3:14][C:11]1[CH:10]=[CH:9][C:8]2[C:13](=[C:4]([NH2:1])[CH:5]=[CH:6][CH:7]=2)[N:12]=1, predict the reactants needed to synthesize it. The reactants are: [N+:1]([C:4]1[CH:5]=[CH:6][CH:7]=[C:8]2[C:13]=1[N:12]=[C:11]([CH3:14])[CH:10]=[CH:9]2)([O-])=O. (3) Given the product [CH3:28][C:26]1[N:27]=[C:19]2[N:18]([C@H:29]3[CH2:30][CH2:31][C@H:32]([O:35][CH2:36][C:37](=[O:38])[CH3:44])[CH2:33][CH2:34]3)[C:17](=[O:43])[C:16]([CH2:15][C:12]3[CH:13]=[CH:14][C:9]([C:4]4[C:3]([C:1]#[N:2])=[CH:8][CH:7]=[CH:6][CH:5]=4)=[CH:10][CH:11]=3)=[C:21]([CH2:22][CH2:23][CH3:24])[N:20]2[N:25]=1, predict the reactants needed to synthesize it. The reactants are: [C:1]([C:3]1[CH:8]=[CH:7][CH:6]=[CH:5][C:4]=1[C:9]1[CH:14]=[CH:13][C:12]([CH2:15][C:16]2[C:17](=[O:43])[N:18]([C@H:29]3[CH2:34][CH2:33][C@H:32]([O:35][CH2:36][C:37](N(OC)C)=[O:38])[CH2:31][CH2:30]3)[C:19]3[N:20]([N:25]=[C:26]([CH3:28])[N:27]=3)[C:21]=2[CH2:22][CH2:23][CH3:24])=[CH:11][CH:10]=1)#[N:2].[CH3:44][Mg]Br.Cl.